This data is from Catalyst prediction with 721,799 reactions and 888 catalyst types from USPTO. The task is: Predict which catalyst facilitates the given reaction. Reactant: Cl.[Cl:2][C:3]1[CH:12]=[C:11]2[C:6]([CH:7]=[C:8]([C:19]3[NH:23][C:22](=[O:24])[NH:21][N:20]=3)[N:9]=[C:10]2[NH:13][C@H:14]2[CH2:18][CH2:17][NH:16][CH2:15]2)=[CH:5][CH:4]=1.CC1C=CC=C(C)N=1.[C:33](Cl)(=[O:36])[CH:34]=[CH2:35]. Product: [C:33]([N:16]1[CH2:17][CH2:18][C@H:14]([NH:13][C:10]2[C:11]3[C:6](=[CH:5][CH:4]=[C:3]([Cl:2])[CH:12]=3)[CH:7]=[C:8]([C:19]3[NH:23][C:22](=[O:24])[NH:21][N:20]=3)[N:9]=2)[CH2:15]1)(=[O:36])[CH:34]=[CH2:35]. The catalyst class is: 2.